Dataset: Reaction yield outcomes from USPTO patents with 853,638 reactions. Task: Predict the reaction yield, written as a fraction of the theoretical maximum amount of product (1.0 means a 100% yield; for example, 0.34 means a 34% yield). (1) The reactants are [CH:1]1([C:7](=[O:22])[CH2:8][CH:9]2[C:17]3[C:12](=[CH:13][CH:14]=[CH:15][C:16]=3[F:18])[C:11]3=[CH:19][N:20]=[CH:21][N:10]23)[CH2:6][CH2:5][CH2:4][CH2:3][CH2:2]1.[BH4-].[Na+]. The catalyst is CO. The product is [CH:1]1([CH:7]([OH:22])[CH2:8][CH:9]2[C:17]3[C:12](=[CH:13][CH:14]=[CH:15][C:16]=3[F:18])[C:11]3=[CH:19][N:20]=[CH:21][N:10]23)[CH2:6][CH2:5][CH2:4][CH2:3][CH2:2]1. The yield is 0.890. (2) The reactants are [Cl:1][C:2]1[CH:23]=[CH:22][C:5]2[S:6][C:7]([C:10](=[O:21])[CH2:11][S:12][CH2:13][C:14]3[CH:19]=[CH:18][C:17]([Cl:20])=[CH:16][CH:15]=3)=[C:8]([CH3:9])[C:4]=2[CH:3]=1.C1C=C(Cl)C=C(C(OO)=[O:32])C=1. The catalyst is C(Cl)Cl. The product is [Cl:1][C:2]1[CH:23]=[CH:22][C:5]2[S:6][C:7]([C:10](=[O:21])[CH2:11][S:12]([CH2:13][C:14]3[CH:19]=[CH:18][C:17]([Cl:20])=[CH:16][CH:15]=3)=[O:32])=[C:8]([CH3:9])[C:4]=2[CH:3]=1. The yield is 0.750.